From a dataset of Full USPTO retrosynthesis dataset with 1.9M reactions from patents (1976-2016). Predict the reactants needed to synthesize the given product. (1) Given the product [Cl:12][C:8]1[CH:7]=[C:6]2[C:11]([C:2]([NH:20][C@H:18]3[CH2:19][C@@H:14]([CH3:13])[C@@H:15]([NH2:22])[CH2:16][C@H:17]3[CH3:21])=[CH:3][CH:4]=[N:5]2)=[CH:10][CH:9]=1, predict the reactants needed to synthesize it. The reactants are: Cl[C:2]1[C:11]2[C:6](=[CH:7][C:8]([Cl:12])=[CH:9][CH:10]=2)[N:5]=[CH:4][CH:3]=1.[CH3:13][C@@H:14]1[CH2:19][C@H:18]([NH2:20])[C@H:17]([CH3:21])[CH2:16][C@@H:15]1[NH2:22]. (2) Given the product [CH3:24][C:21]([O:20][C:18]([N:15]1[CH2:16][CH2:17][C:12]2([NH:6][C:4](=[O:5])[C:3]3[C:2](=[CH:10][CH:9]=[CH:8][CH:7]=3)[NH:1]2)[CH2:13][CH2:14]1)=[O:19])([CH3:22])[CH3:23], predict the reactants needed to synthesize it. The reactants are: [NH2:1][C:2]1[CH:10]=[CH:9][CH:8]=[CH:7][C:3]=1[C:4]([NH2:6])=[O:5].O=[C:12]1[CH2:17][CH2:16][N:15]([C:18]([O:20][C:21]([CH3:24])([CH3:23])[CH3:22])=[O:19])[CH2:14][CH2:13]1.S([O-])([O-])(=O)=O.[Mg+2]. (3) Given the product [F:17][C:18]([F:29])([F:28])[C:19]1[CH:24]=[CH:23][C:22]([C:2]2[C:11]3[CH2:10][CH2:9][CH2:8][CH:7]([NH:12][C:13](=[O:16])[CH2:14][CH3:15])[C:6]=3[CH:5]=[N:4][CH:3]=2)=[CH:21][CH:20]=1, predict the reactants needed to synthesize it. The reactants are: Br[C:2]1[C:11]2[CH2:10][CH2:9][CH2:8][CH:7]([NH:12][C:13](=[O:16])[CH2:14][CH3:15])[C:6]=2[CH:5]=[N:4][CH:3]=1.[F:17][C:18]([F:29])([F:28])[C:19]1[CH:24]=[CH:23][C:22](B(O)O)=[CH:21][CH:20]=1. (4) Given the product [C:1]([OH:6])(=[O:5])[C:2]([CH3:4])=[CH2:3].[OH:6][C:7]1[C:16]2[C:11](=[CH:12][CH:13]=[CH:14][CH:15]=2)[CH:10]=[CH:9][CH:8]=1, predict the reactants needed to synthesize it. The reactants are: [C:1]([O:6][C:7]1[C:16]2[C:11](=[C:12](O)[CH:13]=[CH:14][CH:15]=2)[CH:10]=[CH:9][CH:8]=1)(=[O:5])[C:2]([CH3:4])=[CH2:3].C(OC(C(F)(F)F)C(F)(F)F)(=O)C(C)=C.C(C1CCOC1=O)(=O)C(C)=C.N(C(C)(C)C#N)=NC(C)(C)C#N. (5) Given the product [Br:1][C:2]1[C:3](=[O:8])[N:4]([C:16]2[CH:21]=[CH:20][C:19]([N+:22]([O-:24])=[O:23])=[CH:18][C:17]=2[O:25][CH3:26])[CH:5]=[CH:6][CH:7]=1, predict the reactants needed to synthesize it. The reactants are: [Br:1][C:2]1[C:3](=[O:8])[NH:4][CH:5]=[CH:6][CH:7]=1.CC(C)([O-])C.[K+].F[C:16]1[CH:21]=[CH:20][C:19]([N+:22]([O-:24])=[O:23])=[CH:18][C:17]=1[O:25][CH3:26].